From a dataset of Peptide-MHC class I binding affinity with 185,985 pairs from IEDB/IMGT. Regression. Given a peptide amino acid sequence and an MHC pseudo amino acid sequence, predict their binding affinity value. This is MHC class I binding data. (1) The peptide sequence is CELYHYQECV. The MHC is HLA-B18:01 with pseudo-sequence HLA-B18:01. The binding affinity (normalized) is 0.0299. (2) The peptide sequence is ITAVNRYFK. The MHC is HLA-B57:01 with pseudo-sequence HLA-B57:01. The binding affinity (normalized) is 0.0847. (3) The peptide sequence is NFKFRDLLFK. The MHC is H-2-Kb with pseudo-sequence H-2-Kb. The binding affinity (normalized) is 0.456. (4) The peptide sequence is RLFFKCIYR. The MHC is HLA-A02:01 with pseudo-sequence HLA-A02:01. The binding affinity (normalized) is 0.0847. (5) The peptide sequence is FMGVLVNSL. The MHC is HLA-A68:02 with pseudo-sequence HLA-A68:02. The binding affinity (normalized) is 0.226. (6) The peptide sequence is WPNNCGWKIY. The MHC is HLA-B07:02 with pseudo-sequence HLA-B07:02. The binding affinity (normalized) is 0.0727. (7) The peptide sequence is RGRKRFHTL. The MHC is HLA-B08:01 with pseudo-sequence HLA-B08:01. The binding affinity (normalized) is 0.797. (8) The peptide sequence is WLGWGHAWV. The MHC is HLA-A02:12 with pseudo-sequence HLA-A02:12. The binding affinity (normalized) is 0.380.